This data is from Peptide-MHC class II binding affinity with 134,281 pairs from IEDB. The task is: Regression. Given a peptide amino acid sequence and an MHC pseudo amino acid sequence, predict their binding affinity value. This is MHC class II binding data. (1) The peptide sequence is VMAPDKPSLDISLET. The MHC is DRB1_1501 with pseudo-sequence DRB1_1501. The binding affinity (normalized) is 0.0487. (2) The peptide sequence is INEPLAAAIAYGLDR. The MHC is HLA-DQA10501-DQB10301 with pseudo-sequence HLA-DQA10501-DQB10301. The binding affinity (normalized) is 0.729. (3) The peptide sequence is GSQLIWDRALGLPLE. The MHC is HLA-DQA10501-DQB10301 with pseudo-sequence HLA-DQA10501-DQB10301. The binding affinity (normalized) is 0.157. (4) The peptide sequence is AAMGLRISSSFSFGG. The MHC is DRB1_1501 with pseudo-sequence DRB1_1501. The binding affinity (normalized) is 0.634. (5) The peptide sequence is FDPYGATISAKPESA. The MHC is HLA-DPA10201-DPB10101 with pseudo-sequence HLA-DPA10201-DPB10101. The binding affinity (normalized) is 0.103. (6) The peptide sequence is AFVVFLLVTLAILTA. The MHC is DRB1_0101 with pseudo-sequence DRB1_0101. The binding affinity (normalized) is 0.486.